From a dataset of Reaction yield outcomes from USPTO patents with 853,638 reactions. Predict the reaction yield, written as a fraction of the theoretical maximum amount of product (1.0 means a 100% yield; for example, 0.34 means a 34% yield). The reactants are [CH2:1]([O:8][CH:9]([C:14]1[CH:15]=[C:16]([CH:36]=[CH:37][CH:38]=1)[CH2:17][C:18]1[N:19]=[C:20](O)[C:21]2[C:29]3[C:24](=[CH:25][C:26]([C:30]([O:32][CH3:33])=[O:31])=[CH:27][CH:28]=3)[NH:23][C:22]=2[N:34]=1)[C:10]([F:13])([F:12])[F:11])[C:2]1[CH:7]=[CH:6][CH:5]=[CH:4][CH:3]=1.P(Cl)(Cl)([Cl:41])=O. The catalyst is C([O-])(O)=O.[Na+]. The product is [CH2:1]([O:8][CH:9]([C:14]1[CH:15]=[C:16]([CH:36]=[CH:37][CH:38]=1)[CH2:17][C:18]1[N:19]=[C:20]([Cl:41])[C:21]2[C:29]3[C:24](=[CH:25][C:26]([C:30]([O:32][CH3:33])=[O:31])=[CH:27][CH:28]=3)[NH:23][C:22]=2[N:34]=1)[C:10]([F:13])([F:12])[F:11])[C:2]1[CH:7]=[CH:6][CH:5]=[CH:4][CH:3]=1. The yield is 0.920.